From a dataset of Forward reaction prediction with 1.9M reactions from USPTO patents (1976-2016). Predict the product of the given reaction. (1) Given the reactants [CH2:1]=[CH:2][CH2:3][CH2:4][CH2:5][CH:6]=C.CCO[C:11]([CH3:13])=[O:12].[CH:14]1([Mg]Cl)CCCCC1, predict the reaction product. The product is: [CH3:14][C@@:11]1([OH:12])[CH2:13][C@H:6]1[CH2:5][CH2:4][CH2:3][CH:2]=[CH2:1]. (2) Given the reactants [Br:1][C:2]1[CH:7]=[CH:6][C:5]([N:8]2[CH2:12][C@H:11]([CH2:13][OH:14])[O:10][C:9]2=[O:15])=[CH:4][C:3]=1[F:16].C(N(CC)CC)C.[N+:24]([C:27]1[CH:28]=[C:29]([S:33](Cl)(=[O:35])=[O:34])[CH:30]=[CH:31][CH:32]=1)([O-:26])=[O:25].Cl, predict the reaction product. The product is: [N+:24]([C:27]1[CH:28]=[C:29]([S:33]([O:14][CH2:13][C@@H:11]2[O:10][C:9](=[O:15])[N:8]([C:5]3[CH:6]=[CH:7][C:2]([Br:1])=[C:3]([F:16])[CH:4]=3)[CH2:12]2)(=[O:35])=[O:34])[CH:30]=[CH:31][CH:32]=1)([O-:26])=[O:25]. (3) Given the reactants Br[C:2]1[CH:7]=[C:6]([Cl:8])[N:5]=[N:4][C:3]=1[NH2:9].Br[CH2:11][C:12]([C:14]1[CH:19]=[CH:18][N:17]=[CH:16][CH:15]=1)=O.[NH:20]1[CH2:25][CH2:24][O:23][CH2:22][CH2:21]1, predict the reaction product. The product is: [Cl:8][C:6]1[CH:7]=[C:2]([N:20]2[CH2:25][CH2:24][O:23][CH2:22][CH2:21]2)[C:3]2[N:4]([CH:11]=[C:12]([C:14]3[CH:19]=[CH:18][N:17]=[CH:16][CH:15]=3)[N:9]=2)[N:5]=1. (4) Given the reactants [CH2:1]([C:4]1([CH:33]([CH3:35])[CH3:34])[CH2:8][CH:7]([OH:9])[N:6]([CH2:10][C:11]2[CH:16]=[C:15]([C:17]([F:20])([F:19])[F:18])[CH:14]=[CH:13][C:12]=2O[Si](C(C)C)(C(C)C)C(C)C)[C:5]1=[O:32])[CH:2]=[CH2:3].C(O)(C(F)(F)F)=O, predict the reaction product. The product is: [CH2:1]([C:4]1([CH:33]([CH3:34])[CH3:35])[C:5](=[O:32])[N:6]2[CH:7]([O:9][C:12]3[CH:13]=[CH:14][C:15]([C:17]([F:18])([F:20])[F:19])=[CH:16][C:11]=3[CH2:10]2)[CH2:8]1)[CH:2]=[CH2:3].